This data is from CYP1A2 inhibition data for predicting drug metabolism from PubChem BioAssay. The task is: Regression/Classification. Given a drug SMILES string, predict its absorption, distribution, metabolism, or excretion properties. Task type varies by dataset: regression for continuous measurements (e.g., permeability, clearance, half-life) or binary classification for categorical outcomes (e.g., BBB penetration, CYP inhibition). Dataset: cyp1a2_veith. (1) The molecule is O=C(NC(Cc1c[nH]c2ccccc12)c1nnc2n1CCCCC2)c1ccccc1Cl. The result is 0 (non-inhibitor). (2) The compound is O=C(O)[C@H]1[C@@H]2C=C[C@H](O2)[C@@H]1C(=O)NCc1ccncc1. The result is 1 (inhibitor). (3) The drug is CCNc1ncc2nc(CCc3ccccc3)c(=O)n(CCOC)c2n1. The result is 1 (inhibitor). (4) The compound is COCCNC(=O)c1cc2c3ccccc3n(C)c2s1. The result is 1 (inhibitor). (5) The compound is O=c1c(-c2cccc(F)c2)nc2cncnc2n1-c1ccccc1. The result is 1 (inhibitor).